This data is from Drug-target binding data from BindingDB using Ki measurements. The task is: Regression. Given a target protein amino acid sequence and a drug SMILES string, predict the binding affinity score between them. We predict pKi (pKi = -log10(Ki in M); higher means stronger inhibition). Dataset: bindingdb_ki. (1) The small molecule is CC(Cc1ccccc1)Nc1ncnc2c1ncn2C1OC(CO)C(O)C1O. The target protein sequence is MCPQGSPCPASSSPINVTFNTSQVMGSIDVIYISAECLVALLAALGNIPVVWAVKLNAAFHNTTMYFIASLALADIAVGVFVVPLAVLVSLQVSIPFHFCLFLCCLMVVFTQASILSLLAIAIDRYLRVKLPIRYKIISTERRIWGALGLCWSLSLLVGLTPMFGWNKQRSAPYHTCGFTSVIRMDYMVYFSFFAWTLIPLSIMCALYVAVFYIIRTKLSQGATGARGAGTFYGKEFRKAKSLALVLFLFAVSWLPLCIMNCVLYFHPEYKIPKPWIFLGILLSHANSAMNPVVYACKIKKFKTTYLLILRTYILCRKKPQAMPSSYRLNTPAVVQNER. The pKi is 8.9. (2) The pKi is 9.0. The drug is OC[C@H]1O[C@@H](n2cnc3c2NC=NC[C@H]3O)C[C@@H]1O. The target protein sequence is MTASRIDTETLRRLPKAVLHDHLDGGLRPATVVELAAAVGHTLPTTDPDELAAWYVEAANSGDLVRYIATFEHTLAVMQTREGLLRTAEEYVLDLAADGVVYAEVRYAPELMLKGGLTLTEVVEAVQEGLAAGMAKAAAAGTPVRVGTLLCGMRMFDRVREAAGLAVAYRDAGVVGFDIAGAEDGFPPADHLDAFAYLRAESMPFTIHAGEAYGLPSIHQALQVCGAQRIGHGVRLTEDIVDGKLGRLASWVRDRRIALEMCPTSNLQTGCATSIAEHPITALKDLGFRVTLNTDNRLVSGTTMTREMSLLVEQAGWTVEDLRTVTVNALKSAFVPFDERTALIEDVVLPGYAAAL. (3) The compound is Nc1ccn([C@@H]2C=C(CO)[C@@H](O)[C@H]2O)c(=O)n1. The target protein (P52623) has sequence MASAGGGGSESAAPEADRPQPRPFLIGVSGGTASGKSTVCEKIMELLGQNEVDRRQRKLVILSQDCFYKVLTAEQKAKALKGQYNFDHPDAFDNDLMHKTLKNIVEGKTVEVPTYDFVTHSRLPETTVVYPADVVLFEGILVFYTQEIRDMFHLRLFVDTDSDVRLSRRVLRDVQRGRDLEQILTQYTAFVKPAFEEFCLPTKKYADVIIPRGVDNMVAINLIVQHIQDILNGDLCKRHRGGPNGRNHKRTFPEPGDHPGVLATGKRSHLESSSRPH. The pKi is 4.2. (4) The drug is CN1CCN(C(=O)Cn2c(-c3ccccc3)csc2=N)CC1. The target protein (P09960) has sequence MPEIVDTCSLASPASVCRTKHLHLRCSVDFTRRTLTGTAALTVQSQEDNLRSLVLDTKDLTIEKVVINGQEVKYALGERQSYKGSPMEISLPIALSKNQEIVIEISFETSPKSSALQWLTPEQTSGKEHPYLFSQCQAIHCRAILPCQDTPSVKLTYTAEVSVPKELVALMSAIRDGETPDPEDPSRKIYKFIQKVPIPCYLIALVVGALESRQIGPRTLVWSEKEQVEKSAYEFSETESMLKIAEDLGGPYVWGQYDLLVLPPSFPYGGMENPCLTFVTPTLLAGDKSLSNVIAHEISHSWTGNLVTNKTWDHFWLNEGHTVYLERHICGRLFGEKFRHFNALGGWGELQNSVKTFGETHPFTKLVVDLTDIDPDVAYSSVPYEKGFALLFYLEQLLGGPEIFLGFLKAYVEKFSYKSITTDDWKDFLYSYFKDKVDVLNQVDWNAWLYSPGLPPIKPNYDMTLTNACIALSQRWITAKEDDLNSFNATDLKDLSSHQL.... The pKi is 6.2.